Predict the reaction yield, written as a fraction of the theoretical maximum amount of product (1.0 means a 100% yield; for example, 0.34 means a 34% yield). From a dataset of Reaction yield outcomes from USPTO patents with 853,638 reactions. (1) The reactants are [CH3:1][O:2][N:3]=[C:4]1[C:12]2[C:7](=[CH:8][C:9](Br)=[CH:10][CH:11]=2)[CH2:6][CH2:5]1.[Li]CCCC.CN([CH:22]=[O:23])C. The catalyst is C1COCC1. The product is [CH3:1][O:2][N:3]=[C:4]1[C:12]2[C:7](=[CH:8][C:9]([CH:22]=[O:23])=[CH:10][CH:11]=2)[CH2:6][CH2:5]1. The yield is 0.650. (2) The reactants are [OH:1][CH:2]1[CH2:7][CH2:6][N:5]([CH2:8][C:9]([O:11]CC2C=CC=CC=2)=[O:10])[CH2:4][CH2:3]1. The catalyst is CO.[Pd]. The product is [OH:1][CH:2]1[CH2:3][CH2:4][N:5]([CH2:8][C:9]([OH:11])=[O:10])[CH2:6][CH2:7]1. The yield is 0.940. (3) The reactants are F[C:2]1[CH:7]=[CH:6][CH:5]=[C:4]([F:8])[N:3]=1.[C:9]1([Li])[CH:14]=[CH:13][CH:12]=[CH:11][CH:10]=1. The catalyst is C1COCC1. The product is [F:8][C:4]1[CH:5]=[CH:6][CH:7]=[C:2]([C:9]2[CH:14]=[CH:13][CH:12]=[CH:11][CH:10]=2)[N:3]=1. The yield is 0.120. (4) The reactants are [F:1][C:2]1[CH:7]=[CH:6][C:5]([C:8]2[N:12]([CH3:13])N=[CH:10][C:9]=2[CH:14]=O)=[CH:4][CH:3]=1.[O:16]1CC[CH2:18][CH2:17]1.[CH3:21][Mg]Br.[Cl-].[NH4+:25].[OH2:26]. The catalyst is C(O)(C)C. The product is [F:1][C:2]1[CH:3]=[CH:4][C:5]([C:8]2[N:12]([CH3:13])[N:25]=[CH:10][C:9]=2/[C:14](/[CH3:21])=[CH:18]/[C:17]([OH:16])=[O:26])=[CH:6][CH:7]=1. The yield is 0.800. (5) The reactants are [CH3:1][C:2]1[C:11]2[C:6](=[CH:7][C:8]([CH3:12])=[CH:9][CH:10]=2)[C:5]([N+:13]([O-])=O)=[CH:4][CH:3]=1. The yield is 0.520. The product is [CH3:1][C:2]1[C:11]2[C:6](=[CH:7][C:8]([CH3:12])=[CH:9][CH:10]=2)[C:5]([NH2:13])=[CH:4][CH:3]=1. The catalyst is C(O)C.[Ni]. (6) The reactants are [F:1][C:2]1[CH:7]=[CH:6][C:5]([C:8]2[C:12]([CH2:13][O:14][C:15]3[CH:16]=[C:17]([C:21]([OH:23])=O)[N:18]([CH3:20])[N:19]=3)=[C:11]([CH3:24])[O:10][N:9]=2)=[CH:4][CH:3]=1.[NH2:25][CH2:26][CH:27]([OH:32])[C:28]([F:31])([F:30])[F:29]. No catalyst specified. The product is [F:29][C:28]([F:31])([F:30])[CH:27]([OH:32])[CH2:26][NH:25][C:21]([C:17]1[N:18]([CH3:20])[N:19]=[C:15]([O:14][CH2:13][C:12]2[C:8]([C:5]3[CH:6]=[CH:7][C:2]([F:1])=[CH:3][CH:4]=3)=[N:9][O:10][C:11]=2[CH3:24])[CH:16]=1)=[O:23]. The yield is 0.470.